The task is: Predict the reactants needed to synthesize the given product.. This data is from Full USPTO retrosynthesis dataset with 1.9M reactions from patents (1976-2016). (1) Given the product [CH2:1]([C:3]1[CH:8]=[CH:7][C:6]([C:15]2[CH:23]=[C:22]3[C:18]([C:19]([NH:32][C:33](=[O:37])[CH2:34][CH2:35][CH3:36])=[N:20][N:21]3[CH2:24][O:25][CH2:26][CH2:27][Si:28]([CH3:31])([CH3:29])[CH3:30])=[CH:17][CH:16]=2)=[CH:5][CH:4]=1)[CH3:2], predict the reactants needed to synthesize it. The reactants are: [CH2:1]([C:3]1[CH:8]=[CH:7][C:6](B(O)O)=[CH:5][CH:4]=1)[CH3:2].[F-].[Cs+].Cl[C:15]1[CH:23]=[C:22]2[C:18]([C:19]([NH:32][C:33](=[O:37])[CH2:34][CH2:35][CH3:36])=[N:20][N:21]2[CH2:24][O:25][CH2:26][CH2:27][Si:28]([CH3:31])([CH3:30])[CH3:29])=[CH:17][CH:16]=1. (2) Given the product [NH2:22][C:7]1[N:6]=[C:5]([Cl:4])[C:10]([CH2:11][C:12]2[CH:17]=[CH:16][C:15]([CH2:18][C:1]#[N:2])=[CH:14][C:13]=2[F:20])=[C:9]([CH3:21])[N:8]=1, predict the reactants needed to synthesize it. The reactants are: [C-:1]#[N:2].[K+].[Cl:4][C:5]1[C:10]([CH2:11][C:12]2[CH:17]=[CH:16][C:15]([CH2:18]Cl)=[CH:14][C:13]=2[F:20])=[C:9]([CH3:21])[N:8]=[C:7]([NH2:22])[N:6]=1. (3) Given the product [CH3:5][Si:4]([CH3:7])([CH3:6])[CH2:1]/[CH:2]=[CH:3]/[C:8]([NH:12][C@@H:13]([CH2:18][C:19]([O:21][CH3:22])=[O:20])[C:14]([O:16][CH3:17])=[O:15])=[O:11], predict the reactants needed to synthesize it. The reactants are: [CH2:1]([Si:4]([CH3:7])([CH3:6])[CH3:5])[CH:2]=[CH2:3].[C:8]([NH:12][C@@H:13]([CH2:18][C:19]([O:21][CH3:22])=[O:20])[C:14]([O:16][CH3:17])=[O:15])(=[O:11])C=C. (4) The reactants are: [F:1][C:2]1[CH:25]=[C:24]([N+:26]([O-:28])=[O:27])[CH:23]=[CH:22][C:3]=1[O:4][C:5]1[CH:10]=[CH:9][N:8]=[C:7]2[CH:11]=[C:12]([C:14]3[CH:19]=[CH:18][C:17]([CH2:20]O)=[CH:16][CH:15]=3)[S:13][C:6]=12.O=S(Cl)[Cl:31]. Given the product [Cl:31][CH2:20][C:17]1[CH:18]=[CH:19][C:14]([C:12]2[S:13][C:6]3[C:7](=[N:8][CH:9]=[CH:10][C:5]=3[O:4][C:3]3[CH:22]=[CH:23][C:24]([N+:26]([O-:28])=[O:27])=[CH:25][C:2]=3[F:1])[CH:11]=2)=[CH:15][CH:16]=1, predict the reactants needed to synthesize it. (5) Given the product [N:25]1([C:23]([C:22]2[CH:40]=[CH:41][C:19]([CH2:18][N:8]([CH2:7][C:2]3[CH:3]=[CH:4][CH:5]=[CH:6][N:1]=3)[S:9]([C:12]3[CH:17]=[CH:16][CH:15]=[CH:14][CH:13]=3)(=[O:11])=[O:10])=[CH:20][CH:21]=2)=[O:24])[CH2:29][CH2:28][CH2:27][NH:26]1, predict the reactants needed to synthesize it. The reactants are: [N:1]1[CH:6]=[CH:5][CH:4]=[CH:3][C:2]=1[CH2:7][N:8]([CH2:18][C:19]1[CH:41]=[CH:40][C:22]([C:23]([N:25]2[CH2:29][CH2:28][CH2:27][N:26]2C(OCC2C=CC=CC=2)=O)=[O:24])=[CH:21][CH:20]=1)[S:9]([C:12]1[CH:17]=[CH:16][CH:15]=[CH:14][CH:13]=1)(=[O:11])=[O:10]. (6) Given the product [F:1][C:2]1[CH:14]=[C:13]([C:15]2[CH:16]=[N:17][N:18]([CH:20]([CH2:21][OH:22])[CH2:33][OH:34])[CH:19]=2)[C:12]2[C:11]3[C:6](=[CH:7][CH:8]=[CH:9][CH:10]=3)[C:5]([OH:32])([C:28]([F:29])([F:30])[F:31])[C:4]=2[CH:3]=1, predict the reactants needed to synthesize it. The reactants are: [F:1][C:2]1[CH:14]=[C:13]([C:15]2[CH:16]=[N:17][N:18]([CH2:20][C:21](OC(C)(C)C)=[O:22])[CH:19]=2)[C:12]2[C:11]3[C:6](=[CH:7][CH:8]=[CH:9][CH:10]=3)[C:5]([OH:32])([C:28]([F:31])([F:30])[F:29])[C:4]=2[CH:3]=1.[CH:33](OCC)=[O:34].[H-].[Na+].Cl. (7) Given the product [CH2:1]([C:3]([C:21]1[CH:29]=[CH:28][C:24]([C:25]([N:53]([O:54][CH3:34])[CH3:48])=[O:27])=[C:23]([CH3:30])[CH:22]=1)([C:6]1[CH:11]=[CH:10][C:9]([O:12][CH2:13][CH:14]([OH:19])[C:15]([CH3:17])([CH3:16])[CH3:18])=[C:8]([CH3:20])[CH:7]=1)[CH2:4][CH3:5])[CH3:2], predict the reactants needed to synthesize it. The reactants are: [CH2:1]([C:3]([C:21]1[CH:29]=[CH:28][C:24]([C:25]([OH:27])=O)=[C:23]([CH3:30])[CH:22]=1)([C:6]1[CH:11]=[CH:10][C:9]([O:12][CH2:13][CH:14]([OH:19])[C:15]([CH3:18])([CH3:17])[CH3:16])=[C:8]([CH3:20])[CH:7]=1)[CH2:4][CH3:5])[CH3:2].Cl.NO.[CH3:34]CN=C=NCCCN(C)C.C1C=C[C:48]2[N:53]([OH:54])N=NC=2C=1.CCN(CC)CC. (8) Given the product [C:1]1([N:7]2[CH:12]=[CH:11][C:10]([CH2:13][CH2:14][CH2:15][CH2:16][CH2:17][CH2:18][C:19]3[N:20]=[N:21][NH:22][CH:23]=3)=[C:9]([OH:24])[C:8]2=[S:27])[CH:6]=[CH:5][CH:4]=[CH:3][CH:2]=1, predict the reactants needed to synthesize it. The reactants are: [C:1]1([N:7]2[CH:12]=[CH:11][C:10]([CH2:13][CH2:14][CH2:15][CH2:16][CH2:17][CH2:18][C:19]3[N:20]=[N:21][NH:22][CH:23]=3)=[C:9]([OH:24])[C:8]2=O)[CH:6]=[CH:5][CH:4]=[CH:3][CH:2]=1.P12(SP3(SP(SP(S3)(S1)=S)(=S)S2)=S)=[S:27].C1(N2C=CC(CCCC3N=NNC=3)=C(O)C2=S)C=CC=CC=1. (9) Given the product [CH3:14][O:15][C:16]1[CH:17]=[C:18]([CH:19]([NH:13][C:10]2[CH:11]=[CH:12][C:7]([C:4]3[N:3]=[C:2]([CH3:1])[O:6][N:5]=3)=[CH:8][CH:9]=2)[C:42]#[N:43])[CH:21]=[C:22]([CH2:26][O:27][Si:28]([CH:35]([CH3:37])[CH3:36])([CH:32]([CH3:34])[CH3:33])[CH:29]([CH3:30])[CH3:31])[C:23]=1[O:24][CH3:25], predict the reactants needed to synthesize it. The reactants are: [CH3:1][C:2]1[O:6][N:5]=[C:4]([C:7]2[CH:12]=[CH:11][C:10]([NH2:13])=[CH:9][CH:8]=2)[N:3]=1.[CH3:14][O:15][C:16]1[CH:17]=[C:18]([CH:21]=[C:22]([CH2:26][O:27][Si:28]([CH:35]([CH3:37])[CH3:36])([CH:32]([CH3:34])[CH3:33])[CH:29]([CH3:31])[CH3:30])[C:23]=1[O:24][CH3:25])[CH:19]=O.C[Si]([C:42]#[N:43])(C)C.C(S([O-])(=O)=O)(F)(F)F.C(S([O-])(=O)=O)(F)(F)F.C(S([O-])(=O)=O)(F)(F)F.[Yb+3].